This data is from Catalyst prediction with 721,799 reactions and 888 catalyst types from USPTO. The task is: Predict which catalyst facilitates the given reaction. (1) The catalyst class is: 9. Product: [C:44]([NH:33][S:30]([C:28]1[CH:27]=[CH:26][C:18]2[N:19]([CH:20]3[CH2:21][CH2:22][CH2:23][CH2:24][CH2:25]3)[C:15]([C:12]3[CH:11]=[CH:10][C:9]([O:8][CH2:1][C:2]4[CH:7]=[CH:6][CH:5]=[CH:4][CH:3]=4)=[CH:14][CH:13]=3)=[N:16][C:17]=2[CH:29]=1)(=[O:32])=[O:31])(=[O:46])[CH3:45]. Reactant: [CH2:1]([O:8][C:9]1[CH:14]=[CH:13][C:12]([C:15]2[N:19]([CH:20]3[CH2:25][CH2:24][CH2:23][CH2:22][CH2:21]3)[C:18]3[CH:26]=[CH:27][C:28]([S:30]([NH2:33])(=[O:32])=[O:31])=[CH:29][C:17]=3[N:16]=2)=[CH:11][CH:10]=1)[C:2]1[CH:7]=[CH:6][CH:5]=[CH:4][CH:3]=1.C[Si]([N-][Si](C)(C)C)(C)C.[Li+].[C:44](Cl)(=[O:46])[CH3:45]. (2) Reactant: [F:1][C:2]1[CH:3]=[C:4]([CH:31]=[C:32]([F:34])[CH:33]=1)[CH2:5][C@H:6]([NH:22][C:23](=[O:30])[CH2:24][CH2:25][CH2:26][C:27]([OH:29])=[O:28])[C@H:7]([OH:21])[CH2:8][NH:9][C:10]1([C:13]2[CH:18]=[CH:17][CH:16]=[C:15]([CH2:19][CH3:20])[CH:14]=2)[CH2:12][CH2:11]1.[CH2:35](Cl)[CH2:36]Cl.[CH:39]1[CH:40]=C[C:42]2[N:47](O)N=[N:45][C:43]=2[CH:44]=1. Product: [N:47]12[CH2:36][CH2:35][CH:44]([CH2:39][CH2:40]1)[C@@H:43]([NH:45][C:27](=[O:29])[CH2:26][CH2:25][CH2:24][C:23]([NH:22][C@@H:6]([CH2:5][C:4]1[CH:31]=[C:32]([F:34])[CH:33]=[C:2]([F:1])[CH:3]=1)[C@H:7]([OH:21])[CH2:8][NH:9][C:10]1([C:13]3[CH:18]=[CH:17][CH:16]=[C:15]([CH2:19][CH3:20])[CH:14]=3)[CH2:11][CH2:12]1)=[O:30])[CH2:42]2.[CH:27]([OH:29])=[O:28]. The catalyst class is: 3.